Task: Regression. Given a peptide amino acid sequence and an MHC pseudo amino acid sequence, predict their binding affinity value. This is MHC class II binding data.. Dataset: Peptide-MHC class II binding affinity with 134,281 pairs from IEDB (1) The peptide sequence is VIPEGWKADTAYESK. The MHC is HLA-DQA10104-DQB10503 with pseudo-sequence HLA-DQA10104-DQB10503. The binding affinity (normalized) is 0.687. (2) The peptide sequence is SQDLELSWNLNGLAAY. The MHC is HLA-DQA10101-DQB10501 with pseudo-sequence HLA-DQA10101-DQB10501. The binding affinity (normalized) is 0.844. (3) The peptide sequence is PVVHFFKNIVTPRTPPY. The MHC is DRB1_0101 with pseudo-sequence DRB1_0101. The binding affinity (normalized) is 0.806.